From a dataset of Forward reaction prediction with 1.9M reactions from USPTO patents (1976-2016). Predict the product of the given reaction. (1) The product is: [OH:29][CH:30]([C:34]1[S:38][C:37]([C:39](=[O:40])[CH2:12][CH2:11][C:10](=[O:13])[CH:9]([C:6]2[CH:5]=[CH:4][C:3]([S:2][CH3:1])=[CH:8][N:7]=2)[CH2:14][CH:15]2[CH2:16][CH2:17][O:18][CH2:19][CH2:20]2)=[N:36][CH:35]=1)[CH2:31][O:32][CH3:33]. Given the reactants [CH3:1][S:2][C:3]1[CH:4]=[CH:5][C:6]([CH:9]([CH2:14][CH:15]2[CH2:20][CH2:19][O:18][CH2:17][CH2:16]2)[C:10](=[O:13])[CH:11]=[CH2:12])=[N:7][CH:8]=1.C(O)C.O1CCCC1.[OH:29][CH:30]([C:34]1[S:38][C:37]([CH:39]=[O:40])=[N:36][CH:35]=1)[CH2:31][O:32][CH3:33], predict the reaction product. (2) The product is: [OH:14][C:11]1[CH:12]=[CH:13][C:8]([C:5]2[CH:6]=[CH:7][C:2]([C:18]3[S:22][C:21]([C:23]([OH:25])=[O:24])=[CH:20][CH:19]=3)=[CH:3][CH:4]=2)=[CH:9][CH:10]=1. Given the reactants Br[C:2]1[CH:7]=[CH:6][C:5]([C:8]2[CH:13]=[CH:12][C:11]([OH:14])=[CH:10][CH:9]=2)=[CH:4][CH:3]=1.B([C:18]1[S:22][C:21]([C:23]([OH:25])=[O:24])=[CH:20][CH:19]=1)(O)O, predict the reaction product. (3) Given the reactants [C:1]([C:4]1[N:8]2[CH2:9][CH2:10][N:11]([C:13]([O:15][C:16]([CH3:19])([CH3:18])[CH3:17])=[O:14])[CH2:12][C:7]2=[N:6][C:5]=1[C:20]([O:22][CH2:23][CH3:24])=[O:21])(=[O:3])[CH3:2].[BH4-].[Na+], predict the reaction product. The product is: [C:16]([O:15][C:13]([N:11]1[CH2:10][CH2:9][N:8]2[C:4]([CH:1]([OH:3])[CH3:2])=[C:5]([C:20]([O:22][CH2:23][CH3:24])=[O:21])[N:6]=[C:7]2[CH2:12]1)=[O:14])([CH3:18])([CH3:17])[CH3:19]. (4) Given the reactants [Cl:1][C:2]1[CH:3]=[C:4]([C:8]2[C:12]([CH2:13][O:14][C:15]3[CH:23]=[CH:22][C:18]([C:19]([OH:21])=O)=[CH:17][N:16]=3)=[C:11]([CH3:24])[O:10][N:9]=2)[CH:5]=[CH:6][CH:7]=1.F[B-](F)(F)F.N1(OC(N(C)C)=[N+](C)C)C2C=CC=CC=2N=N1.C(N(CC)C(C)C)(C)C.[F:56][C:57]([F:61])([F:60])[CH2:58][NH2:59], predict the reaction product. The product is: [Cl:1][C:2]1[CH:3]=[C:4]([C:8]2[C:12]([CH2:13][O:14][C:15]3[CH:23]=[CH:22][C:18]([C:19]([NH:59][CH2:58][C:57]([F:61])([F:60])[F:56])=[O:21])=[CH:17][N:16]=3)=[C:11]([CH3:24])[O:10][N:9]=2)[CH:5]=[CH:6][CH:7]=1.